This data is from Peptide-MHC class II binding affinity with 134,281 pairs from IEDB. The task is: Regression. Given a peptide amino acid sequence and an MHC pseudo amino acid sequence, predict their binding affinity value. This is MHC class II binding data. The peptide sequence is VCGMFTNRSGSQQW. The MHC is DRB5_0101 with pseudo-sequence DRB5_0101. The binding affinity (normalized) is 0.0561.